The task is: Predict the reactants needed to synthesize the given product.. This data is from Full USPTO retrosynthesis dataset with 1.9M reactions from patents (1976-2016). (1) Given the product [CH:1]1([CH:6]([C:14]2[CH:19]=[CH:18][C:17]([CH2:20][N:21]3[CH:26]=[C:25]([C:27]([F:28])([F:29])[F:30])[CH:24]=[CH:23][C:22]3=[O:31])=[CH:16][CH:15]=2)[C:7]([OH:9])=[O:8])[CH2:2][CH2:3][CH2:4][CH2:5]1, predict the reactants needed to synthesize it. The reactants are: [CH:1]1([CH:6]([C:14]2[CH:19]=[CH:18][C:17]([CH2:20][N:21]3[CH:26]=[C:25]([C:27]([F:30])([F:29])[F:28])[CH:24]=[CH:23][C:22]3=[O:31])=[CH:16][CH:15]=2)[C:7]([O:9]C(C)(C)C)=[O:8])[CH2:5][CH2:4][CH2:3][CH2:2]1.FC(F)(F)C(O)=O. (2) Given the product [C:12]([C:6]1([C:4]([NH2:14])=[O:3])[CH2:11][CH2:10][CH2:9][CH2:8][CH2:7]1)#[N:13], predict the reactants needed to synthesize it. The reactants are: C([O:3][C:4]([C:6]1([C:12]#[N:13])[CH2:11][CH2:10][CH2:9][CH2:8][CH2:7]1)=O)C.[NH3:14]. (3) The reactants are: FC(F)(F)[C:3]([C:5]1[C:13]2[C:8](=[CH:9][C:10]([F:14])=[CH:11][CH:12]=2)[N:7]([CH:15]([CH3:17])[CH3:16])[CH:6]=1)=[O:4].[OH-:20].[Na+]. Given the product [F:14][C:10]1[CH:9]=[C:8]2[C:13]([C:5]([C:3]([OH:4])=[O:20])=[CH:6][N:7]2[CH:15]([CH3:17])[CH3:16])=[CH:12][CH:11]=1, predict the reactants needed to synthesize it. (4) Given the product [Br:1][C:2]1[CH:3]=[CH:4][C:5]([F:24])=[C:6]([C@@:8]([NH:17][S@:18]([C:20]([CH3:22])([CH3:21])[CH3:23])=[O:19])([CH2:9][CH2:10][OH:11])[CH:14]([F:16])[F:15])[CH:7]=1, predict the reactants needed to synthesize it. The reactants are: [Br:1][C:2]1[CH:3]=[CH:4][C:5]([F:24])=[C:6]([C@:8]([NH:17][S@:18]([C:20]([CH3:23])([CH3:22])[CH3:21])=[O:19])([CH:14]([F:16])[F:15])[CH2:9][C:10](OC)=[O:11])[CH:7]=1.[BH4-].[Li+].C(OCC)(=O)C.[NH4+].[Cl-]. (5) Given the product [Br:1][C:2]1[N:3]=[C:4]([NH:10][C@@H:11]([CH3:20])[C:12]([NH:14][CH2:15][C:16]([F:17])([F:18])[F:19])=[O:13])[CH:5]=[CH:6][CH:7]=1, predict the reactants needed to synthesize it. The reactants are: [Br:1][C:2]1[CH:7]=[CH:6][CH:5]=[C:4](F)[N:3]=1.Cl.[NH2:10][C@@H:11]([CH3:20])[C:12]([NH:14][CH2:15][C:16]([F:19])([F:18])[F:17])=[O:13].CCN(C(C)C)C(C)C.